The task is: Predict the reactants needed to synthesize the given product.. This data is from Full USPTO retrosynthesis dataset with 1.9M reactions from patents (1976-2016). (1) Given the product [O:1]1[C:5]2[CH:6]=[CH:7][C:8]([NH:10][C:11]([C:13]3[C:21]4[C:16](=[CH:17][CH:18]=[CH:19][CH:20]=4)[N:15]([C:30](=[O:31])[C:29]4[CH:28]=[CH:27][C:26]([S:23]([CH3:22])(=[O:25])=[O:24])=[CH:34][CH:33]=4)[N:14]=3)=[O:12])=[CH:9][C:4]=2[O:3][CH2:2]1, predict the reactants needed to synthesize it. The reactants are: [O:1]1[C:5]2[CH:6]=[CH:7][C:8]([NH:10][C:11]([C:13]3[C:21]4[C:16](=[CH:17][CH:18]=[CH:19][CH:20]=4)[NH:15][N:14]=3)=[O:12])=[CH:9][C:4]=2[O:3][CH2:2]1.[CH3:22][S:23]([C:26]1[CH:34]=[CH:33][C:29]([C:30](O)=[O:31])=[CH:28][CH:27]=1)(=[O:25])=[O:24].F[P-](F)(F)(F)(F)F.N1(O[P+](N2CCCC2)(N2CCCC2)N2CCCC2)C2C=CC=CC=2N=N1.C(N(C(C)C)CC)(C)C. (2) Given the product [CH3:27][C:28]1[CH:29]=[C:30]([CH:31]=[CH:32][C:33]=1[N+:34]([O-:36])=[O:35])[CH2:37][C:38]1[N:39]=[C:14]([C:15]([F:20])([F:21])[C:16]([F:17])([F:18])[F:19])[O:22][N:40]=1, predict the reactants needed to synthesize it. The reactants are: C1(C)C=CC=CC=1.[F:17][C:16]([F:19])([F:18])[C:15]([F:21])([F:20])[C:14](O[C:14](=[O:22])[C:15]([F:21])([F:20])[C:16]([F:19])([F:18])[F:17])=[O:22].[CH3:27][C:28]1[CH:29]=[C:30]([CH2:37][C:38](=[N:40]O)[NH2:39])[CH:31]=[CH:32][C:33]=1[N+:34]([O-:36])=[O:35].O. (3) Given the product [Cl:1][C:2]1[N:3]=[CH:4][C:5]([C:23]2[CH:22]=[C:21]3[C:26]([CH:27]=[C:18]([NH:17][C:15]([C@@H:13]4[CH2:14][C@@H:12]4[F:11])=[O:16])[N:19]=[CH:20]3)=[CH:25][CH:24]=2)=[C:6]([CH3:9])[C:7]=1[F:8], predict the reactants needed to synthesize it. The reactants are: [Cl:1][C:2]1[C:7]([F:8])=[C:6]([CH3:9])[C:5](I)=[CH:4][N:3]=1.[F:11][C@H:12]1[CH2:14][C@H:13]1[C:15]([NH:17][C:18]1[N:19]=[CH:20][C:21]2[C:26]([CH:27]=1)=[CH:25][CH:24]=[C:23](B1OC(C)(C)C(C)(C)O1)[CH:22]=2)=[O:16]. (4) Given the product [F:1][C:2]1[CH:3]=[C:4]2[C:8](=[CH:9][CH:10]=1)[NH:7][CH:6]=[C:5]2[CH:17]([C:14]1[CH:15]=[CH:16][N:11]=[CH:12][CH:13]=1)[OH:18], predict the reactants needed to synthesize it. The reactants are: [F:1][C:2]1[CH:3]=[C:4]2[C:8](=[CH:9][CH:10]=1)[NH:7][CH:6]=[CH:5]2.[N:11]1[CH:16]=[CH:15][C:14]([CH:17]=[O:18])=[CH:13][CH:12]=1.[OH-].[Na+].